From a dataset of Catalyst prediction with 721,799 reactions and 888 catalyst types from USPTO. Predict which catalyst facilitates the given reaction. Reactant: [Cl:1][C:2]1[CH:7]=[CH:6][C:5]([C:8]2[C:14]3[CH:15]=[C:16]([O:19][CH3:20])[CH:17]=[CH:18][C:13]=3[N:12]3[C:21]([CH3:24])=[N:22][N:23]=[C:11]3[C@H:10]([CH2:25][C:26](O)=[O:27])[N:9]=2)=[CH:4][CH:3]=1.CCN=C=NCCCN(C)C.[NH2:40][CH2:41][CH2:42][O:43][CH2:44][CH2:45][O:46][CH2:47][CH2:48][O:49][CH2:50][CH2:51][O:52][CH2:53][CH2:54][O:55][CH2:56][CH2:57][O:58][CH2:59][CH2:60][O:61][C:62]1[CH:63]=[CH:64][C:65]2[N:71]3[C:72]([CH3:75])=[N:73][N:74]=[C:70]3[C@H:69]([CH2:76][C:77]([NH:79][CH2:80][CH3:81])=[O:78])[N:68]=[C:67]([C:82]3[CH:87]=[CH:86][C:85]([Cl:88])=[CH:84][CH:83]=3)[C:66]=2[CH:89]=1. Product: [Cl:88][C:85]1[CH:86]=[CH:87][C:82]([C:67]2[C:66]3[CH:89]=[C:62]([O:61][CH2:60][CH2:59][O:58][CH2:57][CH2:56][O:55][CH2:54][CH2:53][O:52][CH2:51][CH2:50][O:49][CH2:48][CH2:47][O:46][CH2:45][CH2:44][O:43][CH2:42][CH2:41][NH:40][C:26](=[O:27])[CH2:25][C@@H:10]4[N:9]=[C:8]([C:5]5[CH:6]=[CH:7][C:2]([Cl:1])=[CH:3][CH:4]=5)[C:14]5[CH:15]=[C:16]([O:19][CH3:20])[CH:17]=[CH:18][C:13]=5[N:12]5[C:21]([CH3:24])=[N:22][N:23]=[C:11]45)[CH:63]=[CH:64][C:65]=3[N:71]3[C:72]([CH3:75])=[N:73][N:74]=[C:70]3[C@H:69]([CH2:76][C:77]([NH:79][CH2:80][CH3:81])=[O:78])[N:68]=2)=[CH:83][CH:84]=1. The catalyst class is: 64.